This data is from NCI-60 drug combinations with 297,098 pairs across 59 cell lines. The task is: Regression. Given two drug SMILES strings and cell line genomic features, predict the synergy score measuring deviation from expected non-interaction effect. (1) Drug 1: CC12CCC3C(C1CCC2=O)CC(=C)C4=CC(=O)C=CC34C. Drug 2: CC(C1=C(C=CC(=C1Cl)F)Cl)OC2=C(N=CC(=C2)C3=CN(N=C3)C4CCNCC4)N. Cell line: RXF 393. Synergy scores: CSS=15.1, Synergy_ZIP=-1.79, Synergy_Bliss=-2.38, Synergy_Loewe=-1.48, Synergy_HSA=-1.46. (2) Drug 1: COC1=C(C=C2C(=C1)N=CN=C2NC3=CC(=C(C=C3)F)Cl)OCCCN4CCOCC4. Drug 2: CCCS(=O)(=O)NC1=C(C(=C(C=C1)F)C(=O)C2=CNC3=C2C=C(C=N3)C4=CC=C(C=C4)Cl)F. Cell line: NCI/ADR-RES. Synergy scores: CSS=25.3, Synergy_ZIP=-6.08, Synergy_Bliss=2.54, Synergy_Loewe=-2.62, Synergy_HSA=1.72. (3) Drug 1: CC12CCC(CC1=CCC3C2CCC4(C3CC=C4C5=CN=CC=C5)C)O. Drug 2: C1=NC2=C(N1)C(=S)N=C(N2)N. Cell line: SK-OV-3. Synergy scores: CSS=46.1, Synergy_ZIP=2.96, Synergy_Bliss=4.24, Synergy_Loewe=-5.65, Synergy_HSA=4.16. (4) Drug 1: CC1=C(N=C(N=C1N)C(CC(=O)N)NCC(C(=O)N)N)C(=O)NC(C(C2=CN=CN2)OC3C(C(C(C(O3)CO)O)O)OC4C(C(C(C(O4)CO)O)OC(=O)N)O)C(=O)NC(C)C(C(C)C(=O)NC(C(C)O)C(=O)NCCC5=NC(=CS5)C6=NC(=CS6)C(=O)NCCC[S+](C)C)O. Drug 2: C(CCl)NC(=O)N(CCCl)N=O. Cell line: NCI-H322M. Synergy scores: CSS=-3.84, Synergy_ZIP=0.646, Synergy_Bliss=-3.55, Synergy_Loewe=-3.47, Synergy_HSA=-6.67. (5) Drug 1: CCC1=CC2CC(C3=C(CN(C2)C1)C4=CC=CC=C4N3)(C5=C(C=C6C(=C5)C78CCN9C7C(C=CC9)(C(C(C8N6C)(C(=O)OC)O)OC(=O)C)CC)OC)C(=O)OC.C(C(C(=O)O)O)(C(=O)O)O. Drug 2: COC1=C2C(=CC3=C1OC=C3)C=CC(=O)O2. Cell line: SF-295. Synergy scores: CSS=41.7, Synergy_ZIP=5.89, Synergy_Bliss=1.16, Synergy_Loewe=-34.5, Synergy_HSA=1.67.